This data is from TCR-epitope binding with 47,182 pairs between 192 epitopes and 23,139 TCRs. The task is: Binary Classification. Given a T-cell receptor sequence (or CDR3 region) and an epitope sequence, predict whether binding occurs between them. (1) The TCR CDR3 sequence is CASSLLSLTAVYGYTF. Result: 0 (the TCR does not bind to the epitope). The epitope is AVFDRKSDAK. (2) Result: 1 (the TCR binds to the epitope). The TCR CDR3 sequence is CASSQVASDYEQYF. The epitope is YFPLQSYGF. (3) The epitope is QIKVRVKMV. The TCR CDR3 sequence is CATSDLRGPMPDTQYF. Result: 0 (the TCR does not bind to the epitope).